This data is from Forward reaction prediction with 1.9M reactions from USPTO patents (1976-2016). The task is: Predict the product of the given reaction. (1) The product is: [N:1]1[C:10]2[C:5](=[CH:6][CH:7]=[CH:8][CH:9]=2)[N:4]=[CH:3][C:2]=1[CH2:11][CH2:12][C:13]1[N:25]=[C:16]2[CH:17]=[CH:18][C:19]3[C:24]([N:15]2[N:14]=1)=[CH:23][CH:22]=[CH:21][N:20]=3. Given the reactants [N:1]1[C:10]2[C:5](=[CH:6][CH:7]=[CH:8][CH:9]=2)[N:4]=[CH:3][C:2]=1/[CH:11]=[CH:12]/[C:13]1[N:25]=[C:16]2[CH:17]=[CH:18][C:19]3[C:24]([N:15]2[N:14]=1)=[CH:23][CH:22]=[CH:21][N:20]=3, predict the reaction product. (2) Given the reactants C([O-])(O)=O.[Na+].[NH2:6][C@@H:7]([C:11]([OH:13])=[O:12])[C@H:8]([CH3:10])[OH:9].Cl[C:15]([O:17][CH2:18][CH2:19][CH2:20][CH2:21][CH3:22])=[O:16], predict the reaction product. The product is: [OH:9][C@@H:8]([CH3:10])[C@@H:7]([NH:6][C:15]([O:17][CH2:18][CH2:19][CH2:20][CH2:21][CH3:22])=[O:16])[C:11]([OH:13])=[O:12]. (3) Given the reactants C(=O)([O-])[O-].[Na+].[Na+].[OH-].[Na+].[NH2:9][C@H:10]([C:14]([OH:16])=[O:15])[CH:11]([CH3:13])[CH3:12].Cl[C:18]([O:20][CH3:21])=[O:19], predict the reaction product. The product is: [CH3:21][O:20][C:18]([NH:9][C@@H:10]([CH:11]([CH3:13])[CH3:12])[C:14]([OH:16])=[O:15])=[O:19]. (4) Given the reactants [CH3:1][O:2][C:3]1[CH:11]=[C:10]([O:12][CH3:13])[CH:9]=[CH:8][C:4]=1[C:5]([OH:7])=[O:6].[Br:14]Br, predict the reaction product. The product is: [Br:14][C:9]1[C:10]([O:12][CH3:13])=[CH:11][C:3]([O:2][CH3:1])=[C:4]([CH:8]=1)[C:5]([OH:7])=[O:6].